Dataset: Reaction yield outcomes from USPTO patents with 853,638 reactions. Task: Predict the reaction yield, written as a fraction of the theoretical maximum amount of product (1.0 means a 100% yield; for example, 0.34 means a 34% yield). (1) The reactants are C([O:5][C:6](=[O:27])[NH:7][N:8]1[CH2:13][CH2:12][N:11]([CH2:14][C:15]2([CH3:26])[O:19][C:18]3=[N:20][C:21]([N+:23]([O-:25])=[O:24])=[CH:22][N:17]3[CH2:16]2)[CH2:10][CH2:9]1)(C)(C)C.FC(F)(F)C(O)=O.C(N(CC)CC)C.ClC(O[CH2:46][C:47]1[CH:52]=[CH:51][CH:50]=[CH:49][CH:48]=1)=O.C(=O)([O-])O.[Na+]. No catalyst specified. The product is [CH2:46]([O:5][C:6](=[O:27])[NH:7][N:8]1[CH2:9][CH2:10][N:11]([CH2:14][C:15]2([CH3:26])[O:19][C:18]3=[N:20][C:21]([N+:23]([O-:25])=[O:24])=[CH:22][N:17]3[CH2:16]2)[CH2:12][CH2:13]1)[C:47]1[CH:52]=[CH:51][CH:50]=[CH:49][CH:48]=1. The yield is 0.0400. (2) The reactants are [Cl:1][O-].[Na+].[OH:4][C:5]1[N:13]=[CH:12][CH:11]=[CH:10][C:6]=1[C:7]([OH:9])=[O:8].S([O-])([O-])=O.[Na+].[Na+].Cl. The catalyst is [OH-].[Na+].O. The product is [Cl:1][C:11]1[CH:12]=[N:13][C:5]([OH:4])=[C:6]([CH:10]=1)[C:7]([OH:9])=[O:8]. The yield is 0.780. (3) The reactants are [NH:1]1[C:9]2[C:4](=[CH:5][CH:6]=[CH:7][CH:8]=2)[C:3](/[CH:10]=[C:11]2\[O:12][C:13]3[C:20]([C:21]#[C:22][C:23]([N:26]4[CH2:31][CH2:30][N:29](C(OC(C)(C)C)=O)[CH2:28][CH2:27]4)([CH3:25])[CH3:24])=[C:19]([O:39][CH3:40])[CH:18]=[CH:17][C:14]=3[C:15]\2=[O:16])=[N:2]1.FC(F)(F)C(O)=O. The catalyst is C(Cl)Cl. The product is [NH:1]1[C:9]2[C:4](=[CH:5][CH:6]=[CH:7][CH:8]=2)[C:3](/[CH:10]=[C:11]2\[O:12][C:13]3[C:20]([C:21]#[C:22][C:23]([CH3:24])([N:26]4[CH2:27][CH2:28][NH:29][CH2:30][CH2:31]4)[CH3:25])=[C:19]([O:39][CH3:40])[CH:18]=[CH:17][C:14]=3[C:15]\2=[O:16])=[N:2]1. The yield is 0.260. (4) The reactants are Br[C:2](Br)=[O:3].[CH:5]([C:7]1[CH:12]=[CH:11][CH:10]=[CH:9][C:8]=1B(O)O)=[O:6].[F-].[Cs+].CO[CH2:20][CH2:21]OC. The catalyst is O.C1C=CC([P]([Pd]([P](C2C=CC=CC=2)(C2C=CC=CC=2)C2C=CC=CC=2)([P](C2C=CC=CC=2)(C2C=CC=CC=2)C2C=CC=CC=2)[P](C2C=CC=CC=2)(C2C=CC=CC=2)C2C=CC=CC=2)(C2C=CC=CC=2)C2C=CC=CC=2)=CC=1. The product is [O:6]=[C:5]([C:7]1[CH:12]=[CH:11][C:10]([C:5]2[C:7]([CH:2]=[O:3])=[CH:8][CH:9]=[CH:20][CH:21]=2)=[CH:9][CH:8]=1)[CH:11]([CH3:12])[CH3:10]. The yield is 0.550.